From a dataset of Catalyst prediction with 721,799 reactions and 888 catalyst types from USPTO. Predict which catalyst facilitates the given reaction. (1) Reactant: C([O:5][C:6]([CH:8]1[CH2:12][CH2:11][CH:10]([S:13]([C:16]2[CH:21]=[CH:20][C:19]([F:22])=[CH:18][C:17]=2[Cl:23])(=[O:15])=[O:14])[CH2:9]1)=[O:7])(C)(C)C.FC(F)(F)C(O)=O. Product: [Cl:23][C:17]1[CH:18]=[C:19]([F:22])[CH:20]=[CH:21][C:16]=1[S:13]([CH:10]1[CH2:11][CH2:12][CH:8]([C:6]([OH:7])=[O:5])[CH2:9]1)(=[O:15])=[O:14]. The catalyst class is: 4. (2) Reactant: [Zn:1](OC(C)=O)[O:2][C:3]([CH3:5])=[O:4].O.O. Product: [C:3]([O-:4])(=[O:2])[CH3:5].[Zn+2:1].[C:3]([O-:4])(=[O:2])[CH3:5]. The catalyst class is: 5.